From a dataset of Full USPTO retrosynthesis dataset with 1.9M reactions from patents (1976-2016). Predict the reactants needed to synthesize the given product. (1) Given the product [CH:43]1([NH:7][CH2:8][CH:9]2[CH2:14][CH2:13][N:12]([C:15](=[O:42])[CH2:16][CH2:17][C:18]3[CH:23]=[CH:22][C:21]([C:24]([N:26]4[CH2:35][C:34]5[CH:33]=[N:32][N:31]([CH3:36])[C:30]=5[NH:29][C:28]5[CH:37]=[CH:38][CH:39]=[CH:40][C:27]4=5)=[O:25])=[CH:20][C:19]=3[CH3:41])[CH2:11][CH2:10]2)[CH2:44][CH2:45]1, predict the reactants needed to synthesize it. The reactants are: C(OC(=O)[N:7]([CH:43]1[CH2:45][CH2:44]1)[CH2:8][CH:9]1[CH2:14][CH2:13][N:12]([C:15](=[O:42])[CH2:16][CH2:17][C:18]2[CH:23]=[CH:22][C:21]([C:24]([N:26]3[CH2:35][C:34]4[CH:33]=[N:32][N:31]([CH3:36])[C:30]=4[NH:29][C:28]4[CH:37]=[CH:38][CH:39]=[CH:40][C:27]3=4)=[O:25])=[CH:20][C:19]=2[CH3:41])[CH2:11][CH2:10]1)(C)(C)C.Cl. (2) Given the product [F:17][C:18]1[CH:19]=[N:20][C:21]([O:27][C:28]2[CH:33]=[CH:32][CH:31]=[C:30]([S:34][CH3:35])[CH:29]=2)=[C:22]([CH:26]=1)[C:23]([NH:44][C:43]1[C:3]([CH2:2][OH:1])=[CH:39][CH:40]=[CH:41][N:42]=1)=[O:25], predict the reactants needed to synthesize it. The reactants are: [OH:1][CH2:2][C:3]1C(N)=CC=CN=1.C(N(CC)CC)C.[F:17][C:18]1[CH:19]=[N:20][C:21]([O:27][C:28]2[CH:33]=[CH:32][CH:31]=[C:30]([S:34][CH3:35])[CH:29]=2)=[C:22]([CH:26]=1)[C:23]([OH:25])=O.Cl.CN(C)[CH2:39][CH2:40][CH2:41][N:42]=[C:43]=[N:44]CC.ON1C2C=CC=CC=2N=N1. (3) Given the product [Cl:1][C:2]1[CH:7]=[CH:6][C:5]([C:8]([N:16]2[C:24]3[C:19](=[C:20]([NH:25][S:26]([CH3:29])(=[O:28])=[O:27])[CH:21]=[CH:22][CH:23]=3)[CH:18]=[CH:17]2)([C:11]2[N:12]=[N:13][N:14]([CH2:37][CH3:38])[N:15]=2)[CH2:9][CH3:10])=[CH:4][CH:3]=1, predict the reactants needed to synthesize it. The reactants are: [Cl:1][C:2]1[CH:7]=[CH:6][C:5]([C:8]([N:16]2[C:24]3[C:19](=[C:20]([NH:25][S:26]([CH3:29])(=[O:28])=[O:27])[CH:21]=[CH:22][CH:23]=3)[CH:18]=[CH:17]2)([C:11]2[N:12]=[N:13][NH:14][N:15]=2)[CH2:9][CH3:10])=[CH:4][CH:3]=1.C([O-])([O-])=O.[K+].[K+].I[CH2:37][CH3:38]. (4) Given the product [CH3:22][O:23][C:24]1[CH:25]=[C:26]([CH:27]=[CH:6][C:5]2[CH:15]=[C:16]([O:20][CH3:21])[C:17]([O:18][CH3:19])=[C:3]([O:2][CH3:1])[CH:4]=2)[CH:29]=[CH:30][C:31]=1[O:32][CH3:33], predict the reactants needed to synthesize it. The reactants are: [CH3:1][O:2][C:3]1[CH:4]=[C:5]([CH:15]=[C:16]([O:20][CH3:21])[C:17]=1[O:18][CH3:19])[CH2:6]P(=O)(OCC)OCC.[CH3:22][O:23][C:24]1[CH:25]=[C:26]([CH:29]=[CH:30][C:31]=1[O:32][CH3:33])[CH:27]=O.[H-].[Na+]. (5) Given the product [CH2:1]([C@:3]1([C:31]([O:33][CH3:34])=[O:32])[CH2:7][CH2:6][CH2:5][C@H:4]1[N:8]([CH3:38])[S:9]([C:12]1[CH:17]=[CH:16][C:15]([O:18][CH2:19][C:20]2[C:29]3[C:24](=[CH:25][CH:26]=[CH:27][CH:28]=3)[N:23]=[C:22]([CH3:30])[CH:21]=2)=[CH:14][CH:13]=1)(=[O:10])=[O:11])[CH3:2], predict the reactants needed to synthesize it. The reactants are: [CH2:1]([C@:3]1([C:31]([O:33][CH3:34])=[O:32])[CH2:7][CH2:6][CH2:5][C@H:4]1[NH:8][S:9]([C:12]1[CH:17]=[CH:16][C:15]([O:18][CH2:19][C:20]2[C:29]3[C:24](=[CH:25][CH:26]=[CH:27][CH:28]=3)[N:23]=[C:22]([CH3:30])[CH:21]=2)=[CH:14][CH:13]=1)(=[O:11])=[O:10])[CH3:2].[H-].[Na+].I[CH3:38]. (6) Given the product [OH:16][C:14]1[CH:15]=[C:6]([I:5])[CH:7]=[C:8]2[C:13]=1[N:12]=[CH:11][NH:10][C:9]2=[O:18], predict the reactants needed to synthesize it. The reactants are: B(Br)(Br)Br.[I:5][C:6]1[CH:7]=[C:8]2[C:13](=[C:14]([O:16]C)[CH:15]=1)[N:12]=[CH:11][NH:10][C:9]2=[O:18]. (7) Given the product [CH3:48][CH:49]1[CH2:53][CH2:52][CH:51]([CH3:54])[N:50]1[CH2:55][CH2:56][O:1][C:2]1[CH:3]=[C:4]2[C:9](=[CH:10][CH:11]=1)[CH:8]=[C:7]([C:12]1[C:20]3[C:15](=[CH:16][CH:17]=[C:18]([C:21]#[N:22])[CH:19]=3)[N:14]([CH:23]3[CH2:28][CH2:27][CH2:26][CH2:25][O:24]3)[N:13]=1)[CH:6]=[CH:5]2, predict the reactants needed to synthesize it. The reactants are: [OH:1][C:2]1[CH:3]=[C:4]2[C:9](=[CH:10][CH:11]=1)[CH:8]=[C:7]([C:12]1[C:20]3[C:15](=[CH:16][CH:17]=[C:18]([C:21]#[N:22])[CH:19]=3)[N:14]([CH:23]3[CH2:28][CH2:27][CH2:26][CH2:25][O:24]3)[N:13]=1)[CH:6]=[CH:5]2.C1(P(C2C=CC=CC=2)C2C=CC=CC=2)C=CC=CC=1.[CH3:48][C@H:49]1[CH2:53][CH2:52][C@@H:51]([CH3:54])[N:50]1[CH2:55][CH2:56]O.CC(OC(/N=N/C(OC(C)C)=O)=O)C. (8) Given the product [Cl:1][C:2]1[C:3]([N:8]2[CH2:13][CH:12]([CH3:14])[N:11]([S:24]([C:19]3[CH:20]=[CH:21][C:22]([Cl:23])=[C:17]([Cl:16])[CH:18]=3)(=[O:26])=[O:25])[CH:10]([CH3:15])[CH2:9]2)=[N:4][CH:5]=[CH:6][CH:7]=1, predict the reactants needed to synthesize it. The reactants are: [Cl:1][C:2]1[C:3]([N:8]2[CH2:13][CH:12]([CH3:14])[NH:11][CH:10]([CH3:15])[CH2:9]2)=[N:4][CH:5]=[CH:6][CH:7]=1.[Cl:16][C:17]1[CH:18]=[C:19]([S:24](Cl)(=[O:26])=[O:25])[CH:20]=[CH:21][C:22]=1[Cl:23].C(N(C(C)C)CC)(C)C. (9) The reactants are: [Cl:1][C:2]1[CH:7]=[CH:6][CH:5]=[C:4]([Cl:8])[C:3]=1[C:9](=[O:20])[C:10]([NH:12][CH2:13][C:14]1[CH:19]=[CH:18][CH:17]=[CH:16][N:15]=1)=O. Given the product [Cl:1][C:2]1[CH:7]=[CH:6][CH:5]=[C:4]([Cl:8])[C:3]=1[C:9]([C:10]1[N:15]2[CH:16]=[CH:17][CH:18]=[CH:19][C:14]2=[CH:13][N:12]=1)=[O:20], predict the reactants needed to synthesize it.